The task is: Regression. Given two drug SMILES strings and cell line genomic features, predict the synergy score measuring deviation from expected non-interaction effect.. This data is from NCI-60 drug combinations with 297,098 pairs across 59 cell lines. (1) Drug 1: CC12CCC(CC1=CCC3C2CCC4(C3CC=C4C5=CN=CC=C5)C)O. Drug 2: C1CN(P(=O)(OC1)NCCCl)CCCl. Cell line: OVCAR3. Synergy scores: CSS=6.96, Synergy_ZIP=-0.0688, Synergy_Bliss=1.67, Synergy_Loewe=-9.38, Synergy_HSA=-0.0309. (2) Drug 1: CC1=CC=C(C=C1)C2=CC(=NN2C3=CC=C(C=C3)S(=O)(=O)N)C(F)(F)F. Drug 2: C1=CN(C=N1)CC(O)(P(=O)(O)O)P(=O)(O)O. Cell line: ACHN. Synergy scores: CSS=-1.18, Synergy_ZIP=0.00858, Synergy_Bliss=-3.09, Synergy_Loewe=-4.39, Synergy_HSA=-4.96. (3) Drug 1: C1=C(C(=O)NC(=O)N1)F. Drug 2: CC1(CCCN1)C2=NC3=C(C=CC=C3N2)C(=O)N. Cell line: SW-620. Synergy scores: CSS=35.8, Synergy_ZIP=2.74, Synergy_Bliss=4.67, Synergy_Loewe=-10.8, Synergy_HSA=4.30. (4) Drug 1: C1CNP(=O)(OC1)N(CCCl)CCCl. Drug 2: C1C(C(OC1N2C=NC3=C2NC=NCC3O)CO)O. Cell line: MOLT-4. Synergy scores: CSS=-0.432, Synergy_ZIP=-2.35, Synergy_Bliss=-4.49, Synergy_Loewe=-5.19, Synergy_HSA=-4.82. (5) Drug 1: CC12CCC(CC1=CCC3C2CCC4(C3CC=C4C5=CN=CC=C5)C)O. Drug 2: CCC1(C2=C(COC1=O)C(=O)N3CC4=CC5=C(C=CC(=C5CN(C)C)O)N=C4C3=C2)O.Cl. Cell line: SF-268. Synergy scores: CSS=26.1, Synergy_ZIP=-3.92, Synergy_Bliss=-1.75, Synergy_Loewe=-23.7, Synergy_HSA=-3.31.